This data is from Forward reaction prediction with 1.9M reactions from USPTO patents (1976-2016). The task is: Predict the product of the given reaction. (1) Given the reactants C[O:2][C:3](=[O:24])[C:4]1[CH:9]=[CH:8][C:7]([CH2:10][O:11][C:12]2[CH:13]=[N:14][CH:15]=[CH:16][CH:17]=2)=[CH:6][C:5]=1[C:18]1[CH:23]=[CH:22][CH:21]=[CH:20][CH:19]=1.[OH-].[Na+], predict the reaction product. The product is: [N:14]1[CH:15]=[CH:16][CH:17]=[C:12]([O:11][CH2:10][C:7]2[CH:8]=[CH:9][C:4]([C:3]([OH:24])=[O:2])=[C:5]([C:18]3[CH:23]=[CH:22][CH:21]=[CH:20][CH:19]=3)[CH:6]=2)[CH:13]=1. (2) The product is: [OH:54][C@@H:40]1[CH2:39][C@H:38]([OH:55])[C@H:37]([CH2:36]/[CH:35]=[CH:34]\[CH2:33][CH2:32][CH2:31][C:29]([O:56][CH2:57][C:58]([CH2:62][OH:63])([CH3:59])[CH2:60][OH:61])=[O:28])[C@H:41]1[CH2:42][CH2:43][C@@H:44]([OH:53])[CH2:45][CH2:46][C:47]1[CH:48]=[CH:49][CH:50]=[CH:51][CH:52]=1. Given the reactants CN(C(ON1N=NC2C=CC=CC1=2)=[N+](C)C)C.F[P-](F)(F)(F)(F)F.CC([O:28][C:29]([CH2:31][CH2:32][CH2:33]/[CH:34]=[CH:35]\[CH2:36][C@@H:37]1[C@@H:41]([CH2:42][CH2:43][C@@H:44]([OH:53])[CH2:45][CH2:46][C:47]2[CH:52]=[CH:51][CH:50]=[CH:49][CH:48]=2)[C@H:40]([OH:54])[CH2:39][C@@H:38]1[OH:55])=O)C.[OH:56][CH2:57][C:58]([CH2:62][OH:63])([CH2:60][OH:61])[CH3:59].C(N(CC)CC)C, predict the reaction product. (3) Given the reactants [Cl:1][C:2]1[CH:13]=[CH:12][C:5]([O:6][CH:7]([CH3:11])[C:8]([OH:10])=O)=[C:4]([CH3:14])[CH:3]=1.[NH:15]1[C:24]2[C:19](=[CH:20][CH:21]=[CH:22][CH:23]=2)[CH2:18][CH2:17][CH2:16]1, predict the reaction product. The product is: [Cl:1][C:2]1[CH:13]=[CH:12][C:5]([O:6][CH:7]([CH3:11])[C:8]([N:15]2[C:24]3[C:19](=[CH:20][CH:21]=[CH:22][CH:23]=3)[CH2:18][CH2:17][CH2:16]2)=[O:10])=[C:4]([CH3:14])[CH:3]=1. (4) Given the reactants [CH3:1][O:2][C:3](=[O:9])[C@@H:4]([OH:8])[CH:5]([CH3:7])[CH3:6].C[Si]([N-][Si](C)(C)C)(C)C.[Na+].[CH3:20][CH:21]([CH:31]=[CH2:32])[CH2:22]OS(C(F)(F)F)(=O)=O.[Cl-].[NH4+], predict the reaction product. The product is: [CH3:1][O:2][C:3](=[O:9])[C@@H:4]([O:8][CH2:20][CH:21]([CH3:22])[CH:31]=[CH2:32])[CH:5]([CH3:7])[CH3:6]. (5) The product is: [Cl:8][C:7]1[C:2]([N:26]([CH2:25][C:21]2[CH:20]=[C:19]3[C:24](=[CH:23][CH:22]=2)[N:16]([CH2:15][C:14]([OH:13])([CH3:40])[CH3:41])[N:17]=[CH:18]3)[S:27]([C:30]2[CH:31]=[CH:32][C:33]([C:34]([O:36][CH3:37])=[O:35])=[CH:38][CH:39]=2)(=[O:29])=[O:28])=[N:3][CH:4]=[C:5]([C:9]([F:12])([F:11])[F:10])[CH:6]=1. Given the reactants Cl[C:2]1[C:7]([Cl:8])=[CH:6][C:5]([C:9]([F:12])([F:11])[F:10])=[CH:4][N:3]=1.[OH:13][C:14]([CH3:41])([CH3:40])[CH2:15][N:16]1[C:24]2[C:19](=[CH:20][C:21]([CH2:25][NH:26][S:27]([C:30]3[CH:39]=[CH:38][C:33]([C:34]([O:36][CH3:37])=[O:35])=[CH:32][CH:31]=3)(=[O:29])=[O:28])=[CH:22][CH:23]=2)[CH:18]=[N:17]1, predict the reaction product. (6) The product is: [O:20]([C:27]1[CH:28]=[C:29]([NH:30][C:17]([NH:18][C:7]([C:8]2[CH:9]=[N:10][CH:11]=[CH:12][CH:13]=2)=[O:15])=[S:16])[CH:31]=[CH:32][CH:33]=1)[C:21]1[CH:22]=[CH:23][CH:24]=[CH:25][CH:26]=1. Given the reactants C(Cl)(=O)C(Cl)=O.[C:7]([OH:15])(=O)[C:8]1[CH:13]=[CH:12][CH:11]=[N:10][CH:9]=1.[S-:16][C:17]#[N:18].[NH4+].[O:20]([C:27]1[CH:28]=[C:29]([CH:31]=[CH:32][CH:33]=1)[NH2:30])[C:21]1[CH:26]=[CH:25][CH:24]=[CH:23][CH:22]=1, predict the reaction product.